Dataset: Full USPTO retrosynthesis dataset with 1.9M reactions from patents (1976-2016). Task: Predict the reactants needed to synthesize the given product. (1) Given the product [C:36]([O:35][CH2:33][CH3:34])(=[O:44])[CH2:37][CH2:38][CH2:39][CH2:40][C:41]([O:20][CH2:19][C@H:17]1[O:16][N:15]=[C:14]([C:11]2[CH:12]=[CH:13][C:8]([C:7]3[CH:6]=[CH:5][C:4]([N:21]4[CH2:25][C@H:24]([CH2:26][N:27]5[CH:31]=[CH:30][N:29]=[N:28]5)[O:23][C:22]4=[O:32])=[CH:3][C:2]=3[F:1])=[CH:9][N:10]=2)[CH2:18]1)=[O:42], predict the reactants needed to synthesize it. The reactants are: [F:1][C:2]1[CH:3]=[C:4]([N:21]2[CH2:25][C@H:24]([CH2:26][N:27]3[CH:31]=[CH:30][N:29]=[N:28]3)[O:23][C:22]2=[O:32])[CH:5]=[CH:6][C:7]=1[C:8]1[CH:9]=[N:10][C:11]([C:14]2[CH2:18][C@@H:17]([CH2:19][OH:20])[O:16][N:15]=2)=[CH:12][CH:13]=1.[CH2:33]([O:35][C:36](=[O:44])[CH2:37][CH2:38][CH2:39][CH2:40][C:41](O)=[O:42])[CH3:34].Cl.CN(C)CCCN=C=NCC. (2) Given the product [O:17]1[C:10]2[CH:11]=[C:12]([CH2:15][OH:16])[N:13]=[CH:14][C:9]=2[O:8][CH2:1][CH2:2]1, predict the reactants needed to synthesize it. The reactants are: [CH2:1]([O:8][C:9]1[C:10](=[O:17])[CH:11]=[C:12]([CH2:15][OH:16])[NH:13][CH:14]=1)[C:2]1C=CC=CC=1.[OH-].[Na+].C(=O)([O-])[O-].[K+].[K+].BrCCBr. (3) Given the product [NH2:8][C@H:9]([CH2:40][CH:41]([CH3:43])[CH3:42])[C:10]([O:12][C@@H:13]1[CH2:29][C@@H:28]2[C@@:16]([CH3:39])([C@@H:17]3[C@@H:25]([CH2:26][CH2:27]2)[C:24]2[C@@:20]([CH3:38])([C@@H:21]([C:31]4[CH:32]=[CH:33][C:34](=[O:37])[O:35][CH:36]=4)[CH2:22][CH:23]=2)[CH2:19][CH2:18]3)[CH2:15][CH2:14]1)=[O:11], predict the reactants needed to synthesize it. The reactants are: C(OC([NH:8][C@H:9]([CH2:40][CH:41]([CH3:43])[CH3:42])[C:10]([O:12][C@@H:13]1[CH2:29][C@@H:28]2[C@@:16]([CH3:39])([C@@H:17]3[C@@H:25]([CH2:26][CH2:27]2)[C@:24]2(O)[C@@:20]([CH3:38])([C@@H:21]([C:31]4[CH:32]=[CH:33][C:34](=[O:37])[O:35][CH:36]=4)[CH2:22][CH2:23]2)[CH2:19][CH2:18]3)[CH2:15][CH2:14]1)=[O:11])=O)(C)(C)C.Cl. (4) Given the product [C:1]([O:5][C:6]([N:8]1[CH2:17][C:16]([CH3:19])([CH3:18])[C:15]2[C:10](=[CH:11][C:12]([NH:20][C:21]([C:23]3[C:24]([NH:30][CH2:31][C:32]4[CH:37]=[CH:36][N:35]=[C:34]5[NH:38][CH:39]=[CH:40][C:33]=45)=[N:25][CH:26]=[CH:27][CH:28]=3)=[O:22])=[CH:13][CH:14]=2)[CH2:9]1)=[O:7])([CH3:4])([CH3:3])[CH3:2], predict the reactants needed to synthesize it. The reactants are: [C:1]([O:5][C:6]([N:8]1[CH2:17][C:16]([CH3:19])([CH3:18])[C:15]2[C:10](=[CH:11][C:12]([NH:20][C:21]([C:23]3[C:24](F)=[N:25][CH:26]=[CH:27][CH:28]=3)=[O:22])=[CH:13][CH:14]=2)[CH2:9]1)=[O:7])([CH3:4])([CH3:3])[CH3:2].[NH2:30][CH2:31][C:32]1[CH:37]=[CH:36][N:35]=[C:34]2[N:38](C(=O)C)[CH:39]=[CH:40][C:33]=12.CCN(C(C)C)C(C)C.